From a dataset of Catalyst prediction with 721,799 reactions and 888 catalyst types from USPTO. Predict which catalyst facilitates the given reaction. (1) Reactant: [NH:1]1[CH2:6][CH2:5][CH:4]([C:7]2[CH:15]=[CH:14][CH:13]=[C:12]3[C:8]=2[CH2:9][C:10](=[O:16])[NH:11]3)[CH2:3][CH2:2]1.[CH:17]([C:19]1[NH:20][C:21]2[CH2:22][CH2:23][CH2:24][CH2:25][C:26]=2[C:27]=1[CH2:28][CH2:29][C:30]([OH:32])=[O:31])=O.N1CCCC1.C(O)(=O)C. Product: [O:16]=[C:10]1[C:9](=[CH:17][C:19]2[NH:20][C:21]3[CH2:22][CH2:23][CH2:24][CH2:25][C:26]=3[C:27]=2[CH2:28][CH2:29][C:30]([OH:32])=[O:31])[C:8]2[C:12](=[CH:13][CH:14]=[CH:15][C:7]=2[CH:4]2[CH2:3][CH2:2][NH:1][CH2:6][CH2:5]2)[NH:11]1. The catalyst class is: 8. (2) Reactant: [CH2:1]([C:3]1[CH:4]=[C:5]([C:11]2[CH:16]=[CH:15][C:14]([C:17]3[CH:18]=[C:19]([CH2:22][CH2:23][C:24]([NH:26][CH2:27][C:28]4[CH:29]=[N:30][CH:31]=[CH:32][CH:33]=4)=[O:25])[NH:20][N:21]=3)=[CH:13][CH:12]=2)[CH:6]=[CH:7][C:8]=1[O:9]C)[CH3:2].C(=O)=O.CC(C)=O.B(Br)(Br)Br. Product: [CH2:1]([C:3]1[CH:4]=[C:5]([C:11]2[CH:12]=[CH:13][C:14]([C:17]3[CH:18]=[C:19]([CH2:22][CH2:23][C:24]([NH:26][CH2:27][C:28]4[CH:29]=[N:30][CH:31]=[CH:32][CH:33]=4)=[O:25])[NH:20][N:21]=3)=[CH:15][CH:16]=2)[CH:6]=[CH:7][C:8]=1[OH:9])[CH3:2]. The catalyst class is: 2. (3) The catalyst class is: 12. Reactant: [Cl:1][C:2]1[CH:3]=[C:4]2[N:25]=[C:24]([O:26][C@H:27]3[C@H:31]4[O:32][CH2:33][C@@H:34]([OH:35])[C@H:30]4[O:29][CH2:28]3)[N:23]([CH2:36][O:37][CH2:38][CH2:39][Si:40]([CH3:43])([CH3:42])[CH3:41])[C:5]2=[N:6][C:7]=1[C:8]1[CH:13]=[CH:12][C:11](B2OC(C)(C)C(C)(C)O2)=[CH:10][CH:9]=1.Br[C:45]1[CH:50]=[CH:49][C:48]([CH2:51][N:52]=[S:53]([CH3:60])(=[O:59])[N:54]2[CH2:58][CH2:57][CH2:56][CH2:55]2)=[CH:47][CH:46]=1. Product: [Cl:1][C:2]1[CH:3]=[C:4]2[N:25]=[C:24]([O:26][C@H:27]3[C@H:31]4[O:32][CH2:33][C@@H:34]([OH:35])[C@H:30]4[O:29][CH2:28]3)[N:23]([CH2:36][O:37][CH2:38][CH2:39][Si:40]([CH3:43])([CH3:42])[CH3:41])[C:5]2=[N:6][C:7]=1[C:8]1[CH:9]=[CH:10][C:11]([C:45]2[CH:50]=[CH:49][C:48]([CH2:51][N:52]=[S:53]([CH3:60])(=[O:59])[N:54]3[CH2:58][CH2:57][CH2:56][CH2:55]3)=[CH:47][CH:46]=2)=[CH:12][CH:13]=1. (4) Reactant: C[O:2][C:3]1[CH:8]=[CH:7][N:6]=[CH:5][CH:4]=1.[CH3:9][Mg+].[Br-].[C:12](Cl)([O:14][CH2:15][C:16]1[CH:21]=[CH:20][CH:19]=[CH:18][CH:17]=1)=[O:13].Cl. Product: [CH3:9][CH:7]1[CH2:8][C:3](=[O:2])[CH:4]=[CH:5][N:6]1[C:12]([O:14][CH2:15][C:16]1[CH:21]=[CH:20][CH:19]=[CH:18][CH:17]=1)=[O:13]. The catalyst class is: 721. (5) Product: [NH2:1][C:2]1[C:3]([C:9]([NH:11][NH:12][C:27]([C:26]2[CH:25]=[CH:24][C:23]([CH2:22][N:20]([CH3:21])[C:18](=[O:19])[O:17][C:13]([CH3:14])([CH3:15])[CH3:16])=[CH:31][CH:30]=2)=[O:28])=[O:10])=[N:4][C:5]([Br:8])=[CH:6][N:7]=1. The catalyst class is: 9. Reactant: [NH2:1][C:2]1[C:3]([C:9]([NH:11][NH2:12])=[O:10])=[N:4][C:5]([Br:8])=[CH:6][N:7]=1.[C:13]([O:17][C:18]([N:20]([CH2:22][C:23]1[CH:31]=[CH:30][C:26]([C:27](O)=[O:28])=[CH:25][CH:24]=1)[CH3:21])=[O:19])([CH3:16])([CH3:15])[CH3:14].C(N(CC)CC)C. (6) Reactant: [CH:1]([Si:4]([CH:47]([CH3:49])[CH3:48])([CH:44]([CH3:46])[CH3:45])[O:5][C@H:6]1[C@H:11]([O:12][Si:13]([CH:20]([CH3:22])[CH3:21])([CH:17]([CH3:19])[CH3:18])[CH:14]([CH3:16])[CH3:15])[CH:10]=[C:9]([C:23]2[CH:28]=[CH:27][N:26]=[CH:25][C:24]=2[N+:29]([O-:31])=[O:30])[O:8][C@@H:7]1[CH2:32][O:33][Si](C(C)C)(C(C)C)C(C)C)([CH3:3])[CH3:2].Cl.C(=O)(O)[O-].[Na+]. Product: [N+:29]([C:24]1[CH:25]=[N:26][CH:27]=[CH:28][C:23]=1[C:9]1[O:8][C@H:7]([CH2:32][OH:33])[C@@H:6]([O:5][Si:4]([CH:47]([CH3:48])[CH3:49])([CH:1]([CH3:2])[CH3:3])[CH:44]([CH3:45])[CH3:46])[C@H:11]([O:12][Si:13]([CH:14]([CH3:16])[CH3:15])([CH:17]([CH3:19])[CH3:18])[CH:20]([CH3:22])[CH3:21])[CH:10]=1)([O-:31])=[O:30]. The catalyst class is: 1. (7) Reactant: [F:1][S:2]([F:55])([F:54])([F:53])([F:52])[C:3]1[CH:8]=[CH:7][C:6](/[CH:9]=[CH:10]/[C:11]2[O:12][CH:13]=[C:14]([CH2:16][O:17][C:18]3[CH:23]=[CH:22][C:21]([CH2:24][CH2:25][CH2:26][CH2:27][C:28]4[N:29]=[N:30][N:31](C(C5C=CC=CC=5)(C5C=CC=CC=5)C5C=CC=CC=5)[CH:32]=4)=[CH:20][CH:19]=3)[N:15]=2)=[CH:5][CH:4]=1.C(O)=O.O. Product: [F:55][S:2]([F:1])([F:52])([F:53])([F:54])[C:3]1[CH:4]=[CH:5][C:6](/[CH:9]=[CH:10]/[C:11]2[O:12][CH:13]=[C:14]([CH2:16][O:17][C:18]3[CH:19]=[CH:20][C:21]([CH2:24][CH2:25][CH2:26][CH2:27][C:28]4[N:29]=[N:30][NH:31][CH:32]=4)=[CH:22][CH:23]=3)[N:15]=2)=[CH:7][CH:8]=1. The catalyst class is: 7. (8) Reactant: [CH3:1][O:2][N:3]=[C:4]([CH2:18][O:19][C:20]1[CH:25]=[CH:24][CH:23]=[C:22]([C:26]([F:29])([F:28])[F:27])[CH:21]=1)[CH2:5][N:6]1[C:14]2[C:9](=[CH:10][C:11]([N+:15]([O-])=O)=[CH:12][CH:13]=2)[CH2:8][CH2:7]1. Product: [CH3:1][O:2][N:3]=[C:4]([CH2:18][O:19][C:20]1[CH:25]=[CH:24][CH:23]=[C:22]([C:26]([F:28])([F:27])[F:29])[CH:21]=1)[CH2:5][N:6]1[C:14]2[C:9](=[CH:10][C:11]([NH2:15])=[CH:12][CH:13]=2)[CH2:8][CH2:7]1. The catalyst class is: 19.